This data is from Full USPTO retrosynthesis dataset with 1.9M reactions from patents (1976-2016). The task is: Predict the reactants needed to synthesize the given product. (1) Given the product [C:20]([C:24]1[CH:25]=[C:26]([CH:29]=[CH:30][C:31]=1[O:32][CH2:34][CH2:35][N:36]1[CH2:41][CH2:40][O:39][CH2:38][CH2:37]1)[CH:27]=[O:28])([CH3:23])([CH3:21])[CH3:22], predict the reactants needed to synthesize it. The reactants are: C1(P(C2C=CC=CC=2)C2C=CC=CC=2)C=CC=CC=1.[C:20]([C:24]1[CH:25]=[C:26]([CH:29]=[CH:30][C:31]=1[OH:32])[CH:27]=[O:28])([CH3:23])([CH3:22])[CH3:21].O[CH2:34][CH2:35][N:36]1[CH2:41][CH2:40][O:39][CH2:38][CH2:37]1.CCOC(/N=N/C(OCC)=O)=O. (2) Given the product [Cl:27][C:28]1[C:33]([C:34]2[CH:35]=[CH:36][CH:37]=[CH:38][CH:39]=2)=[N:32][N:31]=[C:30]2[N:40]([CH2:49][C:50]([NH:52][CH2:53][CH2:54][N:55]([CH3:58])[CH3:56])=[O:51])[N:41]=[C:42]([C:43]3[CH:48]=[CH:47][CH:46]=[CH:45][CH:44]=3)[C:29]=12, predict the reactants needed to synthesize it. The reactants are: ClC1C(C2C=CC=CC=2)=NN=C2N(CC(O)=O)N=C(C3C=CC=CC=3)C=12.[Cl:27][C:28]1[C:33]([C:34]2[CH:39]=[CH:38][CH:37]=[CH:36][CH:35]=2)=[N:32][N:31]=[C:30]2[N:40]([CH2:49][C:50]([N:52]3C[CH2:56][N:55]([CH3:58])[CH2:54][CH2:53]3)=[O:51])[N:41]=[C:42]([C:43]3[CH:48]=[CH:47][CH:46]=[CH:45][CH:44]=3)[C:29]=12.CNCCNC. (3) Given the product [CH3:16][CH:15]([CH3:17])[CH:14]([C:11]1[N:7]([CH2:6][C:5]2[CH:4]=[CH:3][C:2]([CH3:1])=[CH:13][CH:12]=2)[N:8]=[CH:9][N:10]=1)[OH:18], predict the reactants needed to synthesize it. The reactants are: [CH3:1][C:2]1[CH:13]=[CH:12][C:5]([CH2:6][N:7]2[CH:11]=[N:10][CH:9]=[N:8]2)=[CH:4][CH:3]=1.[CH:14](=[O:18])[CH:15]([CH3:17])[CH3:16]. (4) The reactants are: [F:1][C:2]1([F:56])[CH2:7][CH2:6][CH:5]([C:8]2[C:17]3[CH:16]([O:18][CH2:19][C:20]4[CH:25]=[CH:24][C:23]([O:26][CH3:27])=[CH:22][CH:21]=4)[CH2:15][C:14]([CH3:29])([CH3:28])[CH2:13][C:12]=3[N:11]=[C:10]([CH:30]3[CH2:35][CH2:34][N:33]([C:36]4[N:41]=[CH:40][C:39]([CH2:42][OH:43])=[CH:38][N:37]=4)[CH2:32][CH2:31]3)[C:9]=2[CH:44]([F:55])[C:45]2[CH:50]=[CH:49][C:48]([C:51]([F:54])([F:53])[F:52])=[CH:47][CH:46]=2)[CH2:4][CH2:3]1.[CH:57](O)([CH3:59])[CH3:58]. Given the product [F:56][C:2]1([F:1])[CH2:7][CH2:6][CH:5]([C:8]2[C:17]3[CH:16]([O:18][CH2:19][C:20]4[CH:21]=[CH:22][C:23]([O:26][CH3:27])=[CH:24][CH:25]=4)[CH2:15][C:14]([CH3:28])([CH3:29])[CH2:13][C:12]=3[N:11]=[C:10]([CH:30]3[CH2:31][CH2:32][N:33]([C:36]4[N:41]=[CH:40][C:39]([CH2:42][O:43][CH:57]([CH3:59])[CH3:58])=[CH:38][N:37]=4)[CH2:34][CH2:35]3)[C:9]=2[CH:44]([F:55])[C:45]2[CH:46]=[CH:47][C:48]([C:51]([F:53])([F:52])[F:54])=[CH:49][CH:50]=2)[CH2:4][CH2:3]1, predict the reactants needed to synthesize it. (5) Given the product [CH3:20][C:18]1[C:17]([C:21]([F:24])([F:23])[F:22])=[CH:16][C:11]2[NH:12][C:13](=[O:15])[CH2:14][C:8]([C:4]3[CH:3]=[C:2]([C:33]4[CH:38]=[CH:37][C:36]([S:39]([NH2:42])(=[O:41])=[O:40])=[CH:35][CH:34]=4)[CH:7]=[CH:6][CH:5]=3)=[N:9][C:10]=2[CH:19]=1, predict the reactants needed to synthesize it. The reactants are: Br[C:2]1[CH:3]=[C:4]([C:8]2[CH2:14][C:13](=[O:15])[NH:12][C:11]3[CH:16]=[C:17]([C:21]([F:24])([F:23])[F:22])[C:18]([CH3:20])=[CH:19][C:10]=3[N:9]=2)[CH:5]=[CH:6][CH:7]=1.CC1(C)C(C)(C)OB([C:33]2[CH:38]=[CH:37][C:36]([S:39]([NH2:42])(=[O:41])=[O:40])=[CH:35][CH:34]=2)O1. (6) Given the product [Cl:1][C:2]1[CH:3]=[CH:4][CH:5]=[C:6]2[C:11]=1[C:10]([NH:12][C@H:13]1[CH2:17][CH2:16][N:15]([C:18]([O:20][C:21]([CH3:23])([CH3:24])[CH3:22])=[O:19])[CH2:14]1)=[N:9][C:8]([C:25]1[NH:26][C:34](=[O:35])[NH:28][N:27]=1)=[CH:7]2, predict the reactants needed to synthesize it. The reactants are: [Cl:1][C:2]1[CH:3]=[CH:4][CH:5]=[C:6]2[C:11]=1[C:10]([NH:12][C@H:13]1[CH2:17][CH2:16][N:15]([C:18]([O:20][C:21]([CH3:24])([CH3:23])[CH3:22])=[O:19])[CH2:14]1)=[N:9][C:8]([C:25]([NH:27][NH2:28])=[NH:26])=[CH:7]2.C1N=CN([C:34](N2C=NC=C2)=[O:35])C=1.